Dataset: Forward reaction prediction with 1.9M reactions from USPTO patents (1976-2016). Task: Predict the product of the given reaction. (1) Given the reactants [C:1]([N:9]1[C:13]2=[N:14][C:15](Br)=[CH:16][CH:17]=[C:12]2[CH:11]=[CH:10]1)(=[O:8])[C:2]1[CH:7]=[CH:6][CH:5]=[CH:4][CH:3]=1.[CH3:19][Si:20]([C:23]#[CH:24])([CH3:22])[CH3:21], predict the reaction product. The product is: [CH3:19][Si:20]([C:23]#[C:24][C:15]1[N:14]=[C:13]2[N:9]([C:1](=[O:8])[C:2]3[CH:7]=[CH:6][CH:5]=[CH:4][CH:3]=3)[CH:10]=[CH:11][C:12]2=[CH:17][CH:16]=1)([CH3:22])[CH3:21]. (2) The product is: [CH3:11][O:12][C:13]1[CH:14]=[C:15]([C:21]2[C:22](=[O:23])[O:10][C:4]3[C:5]([CH:6]=2)=[CH:8][CH:9]=[C:2]([F:1])[CH:3]=3)[CH:16]=[CH:17][C:18]=1[O:19][CH3:20]. Given the reactants [F:1][C:2]1[CH:9]=[CH:8][C:5]([CH:6]=O)=[C:4]([OH:10])[CH:3]=1.[CH3:11][O:12][C:13]1[CH:14]=[C:15]([CH2:21][C:22](O)=[O:23])[CH:16]=[CH:17][C:18]=1[O:19][CH3:20].Cl.CN(C)CCCN=C=NCC.C(N(C(C)C)CC)(C)C, predict the reaction product.